From a dataset of Forward reaction prediction with 1.9M reactions from USPTO patents (1976-2016). Predict the product of the given reaction. (1) Given the reactants C([C:3](CC)([C:7]([O-:9])=O)[C:4]([O-:6])=[O:5])C.CO[C:14]([C:16]1[C:17]([CH2:25][CH3:26])=[N:18][C:19]([CH2:23][CH3:24])=[CH:20][C:21]=1[NH2:22])=[O:15].[O-][CH2:28][CH3:29].[Na+], predict the reaction product. The product is: [CH2:25]([C:17]1[N:18]=[C:19]([CH2:23][CH3:24])[CH:20]=[C:21]2[C:16]=1[C:14]([OH:15])=[C:3]([C:4]([O:6][CH2:28][CH3:29])=[O:5])[C:7](=[O:9])[NH:22]2)[CH3:26]. (2) The product is: [O:1]=[C:2]1[CH2:7][N:6]([C:34]([CH:30]2[C:31]3[C:27](=[CH:26][C:25]([N:20]4[CH:24]=[N:23][N:22]=[N:21]4)=[CH:33][CH:32]=3)[CH2:28][CH2:29]2)=[O:35])[CH2:5][CH2:4][N:3]1[CH:8]1[CH2:17][CH2:16][C:15]2[CH:14]=[C:13]([C:18]#[N:19])[CH:12]=[CH:11][C:10]=2[CH2:9]1. Given the reactants [O:1]=[C:2]1[CH2:7][NH:6][CH2:5][CH2:4][N:3]1[CH:8]1[CH2:17][CH2:16][C:15]2[CH:14]=[C:13]([C:18]#[N:19])[CH:12]=[CH:11][C:10]=2[CH2:9]1.[N:20]1([C:25]2[CH:26]=[C:27]3[C:31](=[CH:32][CH:33]=2)[CH:30]([C:34](O)=[O:35])[CH2:29][CH2:28]3)[CH:24]=[N:23][N:22]=[N:21]1.C(Cl)CCl, predict the reaction product.